From a dataset of Full USPTO retrosynthesis dataset with 1.9M reactions from patents (1976-2016). Predict the reactants needed to synthesize the given product. (1) Given the product [Cl:34][C:35]1[CH:40]=[C:39]([NH:41][C:42]2[CH:47]=[CH:46][C:45]([F:48])=[CH:44][C:43]=2[F:49])[CH:38]=[CH:37][C:36]=1[C:50]([C:52]1[CH:57]=[C:56]([C:58]2[N:59]=[N:60][N:61]([CH2:63][CH2:64][CH2:65][OH:66])[CH:62]=2)[CH:55]=[CH:54][C:53]=1[CH3:73])=[O:51], predict the reactants needed to synthesize it. The reactants are: ClC1C=C(NC2C=CC(F)=CC=2F)C=CC=1C(C1C=C(C2N=NN(CCO)C=2)C=CC=1C)=O.[Cl:34][C:35]1[CH:40]=[C:39]([NH:41][C:42]2[CH:47]=[CH:46][C:45]([F:48])=[CH:44][C:43]=2[F:49])[CH:38]=[CH:37][C:36]=1[C:50]([C:52]1[CH:57]=[C:56]([C:58]2[N:59]=[N:60][N:61]([CH2:63][CH2:64][CH2:65][O:66]C3CCCCO3)[CH:62]=2)[CH:55]=[CH:54][C:53]=1[CH3:73])=[O:51]. (2) Given the product [CH3:3][NH:4][CH2:5][CH2:6][C@H:7]([O:13][C:14]1[C:23]2[C:18](=[CH:19][CH:20]=[CH:21][CH:22]=2)[CH:17]=[CH:16][CH:15]=1)[C:8]1[S:9][CH:10]=[CH:11][CH:12]=1, predict the reactants needed to synthesize it. The reactants are: [OH-].[K+].[CH3:3][N:4](C(OC1C=CC=CC=1)=O)[CH2:5][CH2:6][C@H:7]([O:13][C:14]1[C:23]2[C:18](=[CH:19][CH:20]=[CH:21][CH:22]=2)[CH:17]=[CH:16][CH:15]=1)[C:8]1[S:9][CH:10]=[CH:11][CH:12]=1.